Predict the reaction yield, written as a fraction of the theoretical maximum amount of product (1.0 means a 100% yield; for example, 0.34 means a 34% yield). From a dataset of Reaction yield outcomes from USPTO patents with 853,638 reactions. (1) The reactants are C1([Li])C=CC=CC=1.[Cl-].[C:9]1([CH2:14][P+](C2C=CC=CC=2)(C2C=CC=CC=2)C2C=CC=CC=2)[S:13][CH:12]=[CH:11][CH:10]=1.[CH2:34]([O:41][C:42]1[CH:49]=[C:48]([N:50]([CH2:55][CH2:56][CH2:57][CH3:58])[CH2:51][CH2:52][CH2:53][CH3:54])[CH:47]=[CH:46][C:43]=1[CH:44]=O)[C:35]1[CH:40]=[CH:39][CH:38]=[CH:37][CH:36]=1.O. The catalyst is O1CCCC1.C(OCC)(=O)C. The product is [CH2:34]([O:41][C:42]1[CH:49]=[C:48]([N:50]([CH2:55][CH2:56][CH2:57][CH3:58])[CH2:51][CH2:52][CH2:53][CH3:54])[CH:47]=[CH:46][C:43]=1[CH:44]=[CH:14][C:9]1[S:13][CH:12]=[CH:11][CH:10]=1)[C:35]1[CH:40]=[CH:39][CH:38]=[CH:37][CH:36]=1. The yield is 0.929. (2) The reactants are [CH:1]1([C:4]2[C:13]3[C:8](=[CH:9][CH:10]=[CH:11][CH:12]=3)[C:7]([N:14]=[C:15]=[S:16])=[CH:6][CH:5]=2)[CH2:3][CH2:2]1.Cl.[NH2:18][NH:19][C:20](N)=[NH:21].C(N(C(C)C)CC)(C)C. The catalyst is CN(C)C=O. The product is [NH2:21][C:20]1[N:14]([C:7]2[C:8]3[C:13](=[CH:12][CH:11]=[CH:10][CH:9]=3)[C:4]([CH:1]3[CH2:3][CH2:2]3)=[CH:5][CH:6]=2)[C:15]([SH:16])=[N:18][N:19]=1. The yield is 0.440. (3) The reactants are C[O:2][C:3]1[CH:29]=[CH:28][C:6]2[C:7](=[CH:16][C:17]3[CH:18]=[C:19]([NH:23][S:24]([CH3:27])(=[O:26])=[O:25])[CH:20]=[CH:21][CH:22]=3)[C:8]3[CH:15]=[CH:14][CH:13]=[CH:12][C:9]=3[CH2:10][CH2:11][C:5]=2[CH:4]=1.B(Br)(Br)Br. No catalyst specified. The product is [OH:2][C:3]1[CH:29]=[CH:28][C:6]2[C:7](=[CH:16][C:17]3[CH:18]=[C:19]([NH:23][S:24]([CH3:27])(=[O:26])=[O:25])[CH:20]=[CH:21][CH:22]=3)[C:8]3[CH:15]=[CH:14][CH:13]=[CH:12][C:9]=3[CH2:10][CH2:11][C:5]=2[CH:4]=1. The yield is 0.690. (4) The reactants are [CH3:1][C:2]1[CH:7]=[CH:6][C:5]([S:8]([N:11]2[CH:15]=[C:14]([CH:16]=O)[N:13]=[C:12]2[C:18]2[CH:23]=[CH:22][CH:21]=[CH:20][CH:19]=2)(=[O:10])=[O:9])=[CH:4][CH:3]=1.[Cl-].[CH3:25][NH3+:26].[BH4-].[Na+].[C:29](=O)([O-])O.[Na+]. The catalyst is C(O)C. The product is [CH3:25][N:26]([CH3:29])[CH2:16][C:14]1[N:13]=[C:12]([C:18]2[CH:19]=[CH:20][CH:21]=[CH:22][CH:23]=2)[N:11]([S:8]([C:5]2[CH:4]=[CH:3][C:2]([CH3:1])=[CH:7][CH:6]=2)(=[O:9])=[O:10])[CH:15]=1. The yield is 0.290. (5) The reactants are [O:1]=[C:2]1[CH2:7][CH2:6][CH2:5][CH2:4][CH:3]1[C:8]([O:10][CH2:11][CH3:12])=[O:9].[Br:13]Br. The catalyst is C(OCC)C. The product is [CH2:11]([O:10][C:8]([C:3]1[CH2:4][CH2:5][CH2:6][CH:7]([Br:13])[C:2]=1[OH:1])=[O:9])[CH3:12]. The yield is 0.940. (6) The reactants are C1(C)C=CC=CC=1.Cl.[NH2:9][CH2:10][CH2:11][SH:12].C(N(CC)CC)C.[CH3:20][C:21]1[CH:40]=[CH:39][C:38]([CH3:41])=[CH:37][C:22]=1[O:23][CH2:24][C:25]1[CH:30]=[CH:29][CH:28]=[CH:27][C:26]=1[C:31](=[N:34][O:35][CH3:36])[CH:32]=O. The catalyst is [Cl-].[Na+].O.C(O)CCC. The product is [CH3:36][O:35][N:34]=[C:31]([CH:32]1[NH:9][CH2:10][CH2:11][S:12]1)[C:26]1[CH:27]=[CH:28][CH:29]=[CH:30][C:25]=1[CH2:24][O:23][C:22]1[CH:37]=[C:38]([CH3:41])[CH:39]=[CH:40][C:21]=1[CH3:20]. The yield is 0.916. (7) The reactants are [C:1]([O:5][C:6]([N:8]1[CH2:13][CH2:12][N:11]([CH:14]([C:17]2[CH:22]=[CH:21][CH:20]=[CH:19][C:18]=2[C:23]([F:26])([F:25])[F:24])[CH2:15][NH2:16])[CH2:10][CH2:9]1)=[O:7])([CH3:4])([CH3:3])[CH3:2].[CH:27](=O)[CH3:28].C([BH3-])#N.[Na+].[CH3:34][CH2:35]O. No catalyst specified. The product is [C:1]([O:5][C:6]([N:8]1[CH2:13][CH2:12][N:11]([CH:14]([C:17]2[CH:22]=[CH:21][CH:20]=[CH:19][C:18]=2[C:23]([F:25])([F:26])[F:24])[CH2:15][N:16]([CH2:27][CH3:28])[CH2:34][CH3:35])[CH2:10][CH2:9]1)=[O:7])([CH3:4])([CH3:2])[CH3:3]. The yield is 0.990.